This data is from Experimentally validated miRNA-target interactions with 360,000+ pairs, plus equal number of negative samples. The task is: Binary Classification. Given a miRNA mature sequence and a target amino acid sequence, predict their likelihood of interaction. (1) The protein sequence of the target gene is MAEPASVTVTFDDVALYFSEQEWEILEKWQKQMYKQEMKTNYETLDSLGYAFSKPDLITWMEQGRMLLISEQGCLDKTRRTTSPPTDEQLNMKNTGKLLCFDDEGTPRTKEEDCRLNGPQKQDLCAALRGKERKILLAQTATFQSPSLRETEILNKKVSITAYDPDKKDLRHKPRETPGRLEIPTGPRCYSCYVCRKVFQVRRDLLKHKRSHSKSQLCRYPKYKNSSRGKSELRRTQRLLCQKKRFQCSECEKSYFLKGSLVTHQVVHTGQRPYPCPECDKTFRYRANLKKHLCLHRGER.... Result: 1 (interaction). The miRNA is hsa-miR-4709-3p with sequence UUGAAGAGGAGGUGCUCUGUAGC. (2) The miRNA is hsa-miR-335-5p with sequence UCAAGAGCAAUAACGAAAAAUGU. The protein sequence of the target gene is MVSKDTGKCILTTSESEVEPAACLALEMKYALDPNRQIKKRNKALQVRFKDICEAQNEQRDTQLSSGQLGEKREAKPVSCRAAYRKYMTVPARRSIPNVTKSTGVQTSPDLKKCYQTFPLDRKKGNLKSLPAADPFKSQNNGFLTDAKEKNEAGPMEEARPCGAGRVHKTTALVFHSNQHMNTVDQPLGVNCTEPCKSPEPLSYGEAALQNSTRPPSEEPDYQLLGRAKQDRGRPNSEEPAPPALRRVFKTEVATVYAPALSARAPEPGLSDSAAASQWSLCPADDERRRATHLNGLQAP.... Result: 1 (interaction). (3) The miRNA is mmu-miR-3069-5p with sequence UUGGCAGUCAAGAUAUUGUUUAGC. The protein sequence of the target gene is MEPPRGPPVSGAEPSRAVGTVKVYLPNKQRTVVTVREGMSVYDSLDKALKVRGLNQDCCVVYRLIKGRKTVTAWDTAIAPLDGEELIVEVLEDVPLTMHNFVRKTFFSLAFCDFCLKFLFHGFRCQTCGYKFHQHCSSKVPTVCVDMSTNRRQFYHSIQDLSGGSRQQEAPSNLSVNELLTPQGPSPFTQQRDQEHFSFPAPANPPLQRIRSTSTPNVHMVSTTAPMDSSLMQFTAQSFSTDAAGRGGDGAPRGSPSPASVSSGRKSPHSKLPSEQRERKSLADEKKKVKNLGYRDSGYY.... Result: 0 (no interaction).